From a dataset of Reaction yield outcomes from USPTO patents with 853,638 reactions. Predict the reaction yield, written as a fraction of the theoretical maximum amount of product (1.0 means a 100% yield; for example, 0.34 means a 34% yield). (1) The reactants are [Cl:1][C:2]1[CH:7]=[C:6]([Cl:8])[CH:5]=[CH:4][C:3]=1[C:9]1[N:10]=[C:11](/[CH:30]=[CH:31]/[C:32]2[CH:37]=[CH:36][C:35]([OH:38])=[CH:34][CH:33]=2)[N:12]([CH2:14][C:15]([NH:17][CH:18]([C:20]2[C:29]3[C:24](=[CH:25][CH:26]=[CH:27][CH:28]=3)[CH:23]=[CH:22][CH:21]=2)[CH3:19])=[O:16])[CH:13]=1.Br[CH2:40][CH2:41][CH2:42][C:43]([O:45]C)=[O:44]. No catalyst specified. The product is [Cl:1][C:2]1[CH:7]=[C:6]([Cl:8])[CH:5]=[CH:4][C:3]=1[C:9]1[N:10]=[C:11](/[CH:30]=[CH:31]/[C:32]2[CH:33]=[CH:34][C:35]([O:38][CH2:40][CH2:41][CH2:42][C:43]([OH:45])=[O:44])=[CH:36][CH:37]=2)[N:12]([CH2:14][C:15](=[O:16])[NH:17][CH:18]([C:20]2[C:29]3[C:24](=[CH:25][CH:26]=[CH:27][CH:28]=3)[CH:23]=[CH:22][CH:21]=2)[CH3:19])[CH:13]=1. The yield is 0.390. (2) The reactants are OC1C(=O)NN=C(CCC2C=CC=CC=2)C=1.C([O:24][C:25]1[N:26]=[N:27][C:28](/[CH:39]=[CH:40]/[C:41]2[CH:46]=[CH:45][C:44]([C:47]([F:50])([F:49])[F:48])=[CH:43][C:42]=2[CH3:51])=[CH:29][C:30]=1[O:31]CC1C=CC=CC=1)C1C=CC=CC=1. The catalyst is C1COCC1. The product is [OH:31][C:30]1[C:25](=[O:24])[NH:26][N:27]=[C:28]([CH2:39][CH2:40][C:41]2[CH:46]=[CH:45][C:44]([C:47]([F:49])([F:48])[F:50])=[CH:43][C:42]=2[CH3:51])[CH:29]=1. The yield is 0.360. (3) The reactants are [N:1]([C:4]1[C:9]([F:10])=[CH:8][N:7]=[CH:6][C:5]=1/[CH:11]=[N:12]/[C:13]1[C:20]([Cl:21])=[CH:19][C:18]([F:22])=[CH:17][C:14]=1[C:15]#[N:16])=[N+]=[N-]. The catalyst is C1(C)C=CC=CC=1. The product is [Cl:21][C:20]1[C:13]([N:12]2[CH:11]=[C:5]3[CH:6]=[N:7][CH:8]=[C:9]([F:10])[C:4]3=[N:1]2)=[C:14]([CH:17]=[C:18]([F:22])[CH:19]=1)[C:15]#[N:16]. The yield is 0.930. (4) The reactants are [Cl:1][C:2]1[CH:7]=[CH:6][C:5]([S:8]([CH:11]([C:20]2[CH:25]=[C:24]([F:26])[CH:23]=[CH:22][C:21]=2[F:27])[C:12]2[N:17]=[CH:16][C:15]([CH2:18][NH2:19])=[CH:14][CH:13]=2)(=[O:10])=[O:9])=[CH:4][CH:3]=1.[N:28]1[CH:33]=[CH:32][C:31](/[CH:34]=[CH:35]/[C:36](O)=[O:37])=[CH:30][CH:29]=1.N1(O)C2C=CC=CC=2N=N1.CN1CCOCC1.Cl.C(N=C=NCCCN(C)C)C. The catalyst is ClCCl. The product is [Cl:1][C:2]1[CH:7]=[CH:6][C:5]([S:8]([CH:11]([C:20]2[CH:25]=[C:24]([F:26])[CH:23]=[CH:22][C:21]=2[F:27])[C:12]2[N:17]=[CH:16][C:15]([CH2:18][NH:19][C:36](=[O:37])/[CH:35]=[CH:34]/[C:31]3[CH:32]=[CH:33][N:28]=[CH:29][CH:30]=3)=[CH:14][CH:13]=2)(=[O:10])=[O:9])=[CH:4][CH:3]=1. The yield is 0.650.